Dataset: Reaction yield outcomes from USPTO patents with 853,638 reactions. Task: Predict the reaction yield, written as a fraction of the theoretical maximum amount of product (1.0 means a 100% yield; for example, 0.34 means a 34% yield). (1) The reactants are [Cl:1][C:2]1[N:7]=[C:6]([NH2:8])[CH:5]=[CH:4][C:3]=1[CH3:9].CCN(CC)CC.[F:17][C:18]1([F:33])[O:22][C:21]2[CH:23]=[CH:24][C:25]([C:27]3([C:30](Cl)=[O:31])[CH2:29][CH2:28]3)=[CH:26][C:20]=2[O:19]1. The catalyst is ClCCl. The product is [Cl:1][C:2]1[N:7]=[C:6]([NH:8][C:30]([C:27]2([C:25]3[CH:24]=[CH:23][C:21]4[O:22][C:18]([F:33])([F:17])[O:19][C:20]=4[CH:26]=3)[CH2:29][CH2:28]2)=[O:31])[CH:5]=[CH:4][C:3]=1[CH3:9]. The yield is 0.940. (2) The reactants are O1CCCC1.[S:6]([CH2:9][CH2:10][CH2:11][CH2:12][CH2:13][O:14][C:15]1[CH:20]=[CH:19][C:18]([CH3:21])=[C:17]([S:22][CH2:23][C:24]([F:27])([F:26])[F:25])[CH:16]=1)C#N.[F:28][C:29]([Si](C)(C)C)([F:31])[F:30].[F-].C([N+](CCCC)(CCCC)CCCC)CCC.O1CCCC1. The catalyst is C(OCC)(=O)C.CCCCCC. The product is [F:28][C:29]([F:31])([F:30])[S:6][CH2:9][CH2:10][CH2:11][CH2:12][CH2:13][O:14][C:15]1[CH:20]=[CH:19][C:18]([CH3:21])=[C:17]([S:22][CH2:23][C:24]([F:27])([F:25])[F:26])[CH:16]=1. The yield is 0.770. (3) The reactants are Br[CH:2]1[CH:7]([NH:8][CH2:9][C:10]2[CH:15]=[CH:14][C:13]([O:16][CH3:17])=[CH:12][CH:11]=2)[CH2:6][CH2:5][O:4][CH2:3]1.[N-:18]=[N+:19]=[N-:20].[Na+]. The catalyst is CS(C)=O.O. The product is [N:18]([C@H:2]1[C@H:7]([NH:8][CH2:9][C:10]2[CH:15]=[CH:14][C:13]([O:16][CH3:17])=[CH:12][CH:11]=2)[CH2:6][CH2:5][O:4][CH2:3]1)=[N+:19]=[N-:20]. The yield is 0.617. (4) The reactants are Br[CH2:2][C:3]([C:5]1[C:10]([CH3:11])=[CH:9][C:8]([S:12]([C:15]2[CH:20]=[CH:19][C:18]([O:21][CH3:22])=[CH:17][CH:16]=2)(=[O:14])=[O:13])=[CH:7][C:6]=1[CH3:23])=O.[NH2:24][C:25]([NH2:27])=[S:26]. The catalyst is CCO. The product is [CH3:22][O:21][C:18]1[CH:19]=[CH:20][C:15]([S:12]([C:8]2[CH:9]=[C:10]([CH3:11])[C:5]([C:3]3[N:24]=[C:25]([NH2:27])[S:26][CH:2]=3)=[C:6]([CH3:23])[CH:7]=2)(=[O:14])=[O:13])=[CH:16][CH:17]=1. The yield is 0.650. (5) The reactants are [C:1]1([OH:11])[C:10]2[C:5](=[CH:6][CH:7]=[CH:8][CH:9]=2)[CH:4]=[CH:3][CH:2]=1.Br[CH2:13][C:14]([O:16][CH2:17][CH3:18])=[O:15].C([O-])([O-])=O.[K+].[K+]. The yield is 0.950. The catalyst is CC#N. The product is [C:1]1([O:11][CH2:13][C:14]([O:16][CH2:17][CH3:18])=[O:15])[C:10]2[C:5](=[CH:6][CH:7]=[CH:8][CH:9]=2)[CH:4]=[CH:3][CH:2]=1. (6) The reactants are [O:1]1[CH:6]=[CH:5][CH2:4][CH2:3][CH2:2]1.[Cl:7][C:8]1[C:9]2[CH:16]=[CH:15][N:14]([C@H:17]([CH3:20])[CH2:18][OH:19])[C:10]=2[N:11]=[CH:12][N:13]=1.C1(C)C=CC(S([O-])(=O)=O)=CC=1.[NH+]1C=CC=CC=1. The catalyst is C(Cl)Cl. The product is [Cl:7][C:8]1[C:9]2[CH:16]=[CH:15][N:14]([C@H:17]([CH3:20])[CH2:18][O:19][CH:6]3[CH2:5][CH2:4][CH2:3][CH2:2][O:1]3)[C:10]=2[N:11]=[CH:12][N:13]=1. The yield is 1.00. (7) The reactants are C([O:3][C:4](=O)[C@H:5]([N:7]1[C:12]2[CH:13]=[CH:14][C:15]([Br:17])=[CH:16][C:11]=2[O:10][CH2:9][C:8]1=S)[CH3:6])C.O.[NH2:21][NH2:22]. The catalyst is CCO. The product is [Br:17][C:15]1[CH:16]=[C:11]2[C:12]([N:7]3[C:8]([CH2:9][O:10]2)=[N:22][NH:21][C:4](=[O:3])[C@H:5]3[CH3:6])=[CH:13][CH:14]=1. The yield is 0.590. (8) The reactants are [CH3:1][CH2:2][O:3][C:4]([CH:6](P(OCC)(OCC)=O)[CH3:7])=[O:5].CC(C)([O-])C.[K+].[O:22]1[CH2:25][C:24](=O)[CH2:23]1. The catalyst is C1COCC1. The product is [O:22]1[CH2:25][C:24](=[C:6]([CH3:7])[C:4]([O:3][CH2:2][CH3:1])=[O:5])[CH2:23]1. The yield is 0.310. (9) The reactants are [NH2:1][CH2:2][CH:3]([OH:8])[C:4]([F:7])([F:6])[F:5].[CH3:9][C:10]1[CH:15]=[C:14]([CH3:16])[CH:13]=[C:12]([CH3:17])[C:11]=1[S:18](Cl)(=[O:20])=[O:19]. The catalyst is N1C=CC=CC=1. The product is [CH3:9][C:10]1[CH:15]=[C:14]([CH3:16])[CH:13]=[C:12]([CH3:17])[C:11]=1[S:18]([O:8][CH:3]([CH2:2][NH:1][S:18]([C:11]1[C:12]([CH3:17])=[CH:13][C:14]([CH3:16])=[CH:15][C:10]=1[CH3:9])(=[O:20])=[O:19])[C:4]([F:7])([F:6])[F:5])(=[O:20])=[O:19]. The yield is 0.830. (10) The reactants are [C:1]([O:5][C:6](=[O:35])[N:7]([CH2:24][CH2:25][CH2:26][NH:27][C:28]([O:30][C:31]([CH3:34])([CH3:33])[CH3:32])=[O:29])[CH2:8][C:9]1[CH:14]=[CH:13][C:12](B2OC(C)(C)C(C)(C)O2)=[CH:11][CH:10]=1)([CH3:4])([CH3:3])[CH3:2].[CH3:36][O:37][C:38](=[O:44])[C:39](I)=[CH:40][O:41][CH3:42].[O-]P([O-])([O-])=O.[K+].[K+].[K+].O1CCOCC1. The catalyst is C1C=CC([P]([Pd]([P](C2C=CC=CC=2)(C2C=CC=CC=2)C2C=CC=CC=2)([P](C2C=CC=CC=2)(C2C=CC=CC=2)C2C=CC=CC=2)[P](C2C=CC=CC=2)(C2C=CC=CC=2)C2C=CC=CC=2)(C2C=CC=CC=2)C2C=CC=CC=2)=CC=1.O. The product is [CH3:36][O:37][C:38](=[O:44])[C:39]([C:12]1[CH:13]=[CH:14][C:9]([CH2:8][N:7]([C:6]([O:5][C:1]([CH3:4])([CH3:2])[CH3:3])=[O:35])[CH2:24][CH2:25][CH2:26][NH:27][C:28]([O:30][C:31]([CH3:34])([CH3:33])[CH3:32])=[O:29])=[CH:10][CH:11]=1)=[CH:40][O:41][CH3:42]. The yield is 0.910.